Dataset: Full USPTO retrosynthesis dataset with 1.9M reactions from patents (1976-2016). Task: Predict the reactants needed to synthesize the given product. (1) Given the product [CH2:27]([O:26][C:24]([C:23]1[C:22]2([C:20]([O:19][CH2:17][CH3:18])=[O:21])[N:59]([CH2:58][CH2:57][C:56]3[C:60]4[C:53](=[CH:52][CH:51]=[C:50]([O:49][CH3:48])[CH:61]=4)[NH:54][C:55]=32)[CH:4]=[C:3]([C:12](=[O:13])[C:11]2[CH:10]=[C:9]([CH:14]([CH3:16])[CH3:15])[CH:8]=[CH:7][C:6]=2[OH:5])[CH:1]=1)=[O:25])[CH3:28], predict the reactants needed to synthesize it. The reactants are: [CH:1]([C:3]1[C:12](=[O:13])[C:11]2[C:6](=[CH:7][CH:8]=[C:9]([CH:14]([CH3:16])[CH3:15])[CH:10]=2)[O:5][CH:4]=1)=O.[CH2:17]([O:19][C:20]([C:22]#[C:23][C:24]([O:26][CH2:27][CH3:28])=[O:25])=[O:21])[CH3:18].C1(P(C2C=CC=CC=2)C2C=CC=CC=2)C=CC=CC=1.[CH3:48][O:49][C:50]1[CH:61]=[C:60]2[C:53]([NH:54][CH:55]=[C:56]2[CH2:57][CH2:58][NH2:59])=[CH:52][CH:51]=1. (2) The reactants are: C(P(CCCC)CCCC)CCC.[CH3:14][C:15]1[C:20]([CH2:21][OH:22])=[CH:19][CH:18]=[C:17]([C:23]([F:26])([F:25])[F:24])[N:16]=1.[CH3:27][O:28][C:29](=[O:42])[CH2:30][C:31]1[C:35]2[C:36]([F:41])=[CH:37][C:38](O)=[CH:39][C:34]=2[S:33][CH:32]=1.C1CCN(C(N=NC(N2CCCCC2)=O)=O)CC1. Given the product [CH3:27][O:28][C:29](=[O:42])[CH2:30][C:31]1[C:35]2[C:36]([F:41])=[CH:37][C:38]([O:22][CH2:21][C:20]3[C:15]([CH3:14])=[N:16][C:17]([C:23]([F:24])([F:26])[F:25])=[CH:18][CH:19]=3)=[CH:39][C:34]=2[S:33][CH:32]=1, predict the reactants needed to synthesize it.